Dataset: Forward reaction prediction with 1.9M reactions from USPTO patents (1976-2016). Task: Predict the product of the given reaction. (1) Given the reactants [Cl:1][C:2]1[N:10]=[CH:9][CH:8]=[CH:7][C:3]=1[C:4](Cl)=[O:5].[C:11]([O:15][C:16]([N:18]1[CH2:27][C:26]([CH3:29])([CH3:28])[C:25]2[C:20](=[CH:21][C:22]([NH2:30])=[CH:23][CH:24]=2)[CH2:19]1)=[O:17])([CH3:14])([CH3:13])[CH3:12].C([O-])(O)=O.[Na+], predict the reaction product. The product is: [C:11]([O:15][C:16]([N:18]1[CH2:27][C:26]([CH3:29])([CH3:28])[C:25]2[C:20](=[CH:21][C:22]([NH:30][C:4]([C:3]3[C:2]([Cl:1])=[N:10][CH:9]=[CH:8][CH:7]=3)=[O:5])=[CH:23][CH:24]=2)[CH2:19]1)=[O:17])([CH3:14])([CH3:12])[CH3:13]. (2) Given the reactants C(OC(N1CCN([C:14](=[O:22])[C:15]2[CH:20]=[CH:19][CH:18]=[C:17]([Cl:21])[CH:16]=2)[C@@H](C(O)=O)C1)=O)(C)(C)C.[C:26]([C@H:29]1[CH2:34][NH:33][CH2:32][CH2:31][NH:30]1)(O)=[O:27].[Cl:35][C:36]1[CH:37]=[C:38]([N:43]=[C:44]=[O:45])[CH:39]=[CH:40][C:41]=1[Cl:42].[NH2:46][C@@H:47]1[C:55]2[C:50](=[CH:51][CH:52]=[CH:53][CH:54]=2)[CH2:49][CH2:48]1, predict the reaction product. The product is: [Cl:21][C:17]1[CH:16]=[C:15]([CH:20]=[CH:19][CH:18]=1)[C:14]([CH:34]1[CH:29]([C:26]([NH:46][C@@H:47]2[C:55]3[C:50](=[CH:51][CH:52]=[CH:53][CH:54]=3)[CH2:49][CH2:48]2)=[O:27])[NH:30][CH2:31][CH2:32][N:33]1[C:44]([NH:43][C:38]1[CH:39]=[CH:40][C:41]([Cl:42])=[C:36]([Cl:35])[CH:37]=1)=[O:45])=[O:22]. (3) Given the reactants C[O:2][CH:3](OC)[CH2:4][O:5][CH2:6][CH2:7][C:8]([O:11][CH3:12])([CH3:10])[CH3:9].C(O)=O, predict the reaction product. The product is: [CH3:12][O:11][C:8]([CH3:10])([CH3:9])[CH2:7][CH2:6][O:5][CH2:4][CH:3]=[O:2]. (4) Given the reactants [N+:1]([C:4]1[S:5][C:6]2[CH:12]=[C:11]([N+:13]([O-])=O)[CH:10]=[CH:9][C:7]=2[N:8]=1)([O-])=O.[NH4+].[Cl-], predict the reaction product. The product is: [S:5]1[C:6]2[CH:12]=[C:11]([NH2:13])[CH:10]=[CH:9][C:7]=2[N:8]=[C:4]1[NH2:1]. (5) The product is: [C:1]([O:5][C:6](=[O:22])[NH:7][C:8]1[CH:13]=[CH:12][C:11]([C:14]2[CH:15]=[CH:16][C:17]([F:20])=[CH:18][CH:19]=2)=[CH:10][C:9]=1[NH:21][C:28](=[O:29])[CH2:27][C:26]([C:31]1[CH:36]=[CH:35][CH:34]=[C:33]([N+:37]([O-:39])=[O:38])[CH:32]=1)=[O:25])([CH3:4])([CH3:2])[CH3:3]. Given the reactants [C:1]([O:5][C:6](=[O:22])[NH:7][C:8]1[CH:13]=[CH:12][C:11]([C:14]2[CH:19]=[CH:18][C:17]([F:20])=[CH:16][CH:15]=2)=[CH:10][C:9]=1[NH2:21])([CH3:4])([CH3:3])[CH3:2].CC1(C)[O:29][C:28](=O)[CH:27]=[C:26]([C:31]2[CH:36]=[CH:35][CH:34]=[C:33]([N+:37]([O-:39])=[O:38])[CH:32]=2)[O:25]1, predict the reaction product. (6) The product is: [CH3:24][C@:21]12[C@@:20]3([CH3:25])[C@@H:11]([C@:12]4([CH3:37])[C@@H:17]([CH2:18][CH2:19]3)[C:16]([CH3:26])([CH3:27])[C:15]([C:28]3[CH:29]=[CH:30][C:31]([C:32]([OH:34])=[O:33])=[CH:35][CH:36]=3)=[CH:14][CH2:13]4)[CH2:10][CH2:9][C@@H:8]1[C@H:7]1[C@H:38]([C:41]([CH3:43])=[CH2:42])[CH2:39][CH2:40][C@:6]1([NH:5][CH2:4][C:3]([NH:2][CH3:1])=[O:44])[CH2:23][CH2:22]2. Given the reactants [CH3:1][N:2](C)[C:3](=[O:44])[CH2:4][NH:5][C@:6]12[CH2:40][CH2:39][C@@H:38]([C:41]([CH3:43])=[CH2:42])[C@@H:7]1[C@@H:8]1[C@@:21]([CH3:24])([CH2:22][CH2:23]2)[C@@:20]2([CH3:25])[C@@H:11]([C@:12]3([CH3:37])[C@@H:17]([CH2:18][CH2:19]2)[C:16]([CH3:27])([CH3:26])[C:15]([C:28]2[CH:36]=[CH:35][C:31]([C:32]([OH:34])=[O:33])=[CH:30][CH:29]=2)=[CH:14][CH2:13]3)[CH2:10][CH2:9]1.ClCC(NC)=O, predict the reaction product. (7) The product is: [CH2:20]([C:19]([C:16]1[CH:17]=[CH:18][C:13]([C:11]2[CH:12]=[C:7]([CH2:6][C:5]([OH:40])=[O:4])[CH:8]=[N:9][CH:10]=2)=[C:14]([CH3:39])[CH:15]=1)([C:22]1[CH:27]=[CH:26][C:25](/[CH:28]=[CH:29]/[C:30]([CH2:31][CH3:32])([OH:33])[CH2:34][CH3:35])=[C:24]([CH3:36])[CH:23]=1)[CH2:37][CH3:38])[CH3:21]. Given the reactants [OH-].[Na+].C[O:4][C:5](=[O:40])[CH2:6][C:7]1[CH:8]=[N:9][CH:10]=[C:11]([C:13]2[CH:18]=[CH:17][C:16]([C:19]([CH2:37][CH3:38])([C:22]3[CH:27]=[CH:26][C:25](/[CH:28]=[CH:29]/[C:30]([CH2:34][CH3:35])([OH:33])[CH2:31][CH3:32])=[C:24]([CH3:36])[CH:23]=3)[CH2:20][CH3:21])=[CH:15][C:14]=2[CH3:39])[CH:12]=1.[Cl-].[NH4+], predict the reaction product. (8) Given the reactants [CH2:1]([O:4][C:5]1[C:16]([O:17][CH3:18])=[C:15]([NH:19][C:20](=[O:61])[C:21]2[CH:26]=[CH:25][C:24]([NH:27][C:28]([C:30]3[CH:35]=[CH:34][C:33]([NH:36][C:37](=[O:54])[C@@H:38]([NH:42][C:43](=[O:53])[C:44]4[CH:49]=[CH:48][C:47]([N+:50]([O-])=O)=[CH:46][CH:45]=4)[CH2:39][C:40]#[N:41])=[CH:32][N:31]=3)=[O:29])=[C:23]([O:55][CH3:56])[C:22]=2[O:57][CH2:58][CH:59]=[CH2:60])[CH:14]=[CH:13][C:6]=1[C:7]([O:9][CH2:10][CH:11]=[CH2:12])=[O:8])[CH:2]=[CH2:3].Cl[Sn]Cl.O, predict the reaction product. The product is: [CH2:1]([O:4][C:5]1[C:16]([O:17][CH3:18])=[C:15]([NH:19][C:20](=[O:61])[C:21]2[CH:26]=[CH:25][C:24]([NH:27][C:28]([C:30]3[CH:35]=[CH:34][C:33]([NH:36][C:37](=[O:54])[C@@H:38]([NH:42][C:43](=[O:53])[C:44]4[CH:49]=[CH:48][C:47]([NH2:50])=[CH:46][CH:45]=4)[CH2:39][C:40]#[N:41])=[CH:32][N:31]=3)=[O:29])=[C:23]([O:55][CH3:56])[C:22]=2[O:57][CH2:58][CH:59]=[CH2:60])[CH:14]=[CH:13][C:6]=1[C:7]([O:9][CH2:10][CH:11]=[CH2:12])=[O:8])[CH:2]=[CH2:3]. (9) The product is: [C:1]1([C:7]2[NH:11][N:10]=[N:9][N:8]=2)[CH:2]=[CH:3][CH:4]=[CH:5][CH:6]=1. Given the reactants [C:1]1([C:7]2[N:11](C(C3C=CC=CC=3)(C3C=CC=CC=3)C3C=CC=CC=3)[N:10]=[N:9][N:8]=2)[CH:6]=[CH:5][CH:4]=[CH:3][CH:2]=1.[OH-].[Na+], predict the reaction product. (10) Given the reactants [CH3:1][O:2][C:3]1[N:8]=[C:7]([C:9]2[CH:14]=[CH:13][C:12]([CH:15]([CH3:17])[CH3:16])=[CH:11][CH:10]=2)[C:6]([N:18]2[CH2:23][CH2:22][NH:21][CH:20]([C:24]3[CH:29]=[CH:28][C:27]([O:30][CH3:31])=[CH:26][CH:25]=3)[CH2:19]2)=[CH:5][CH:4]=1.C(N(CC)CC)C.[C:39](Cl)(=[O:41])[CH3:40], predict the reaction product. The product is: [C:39]([N:21]1[CH2:22][CH2:23][N:18]([C:6]2[C:7]([C:9]3[CH:10]=[CH:11][C:12]([CH:15]([CH3:17])[CH3:16])=[CH:13][CH:14]=3)=[N:8][C:3]([O:2][CH3:1])=[CH:4][CH:5]=2)[CH2:19][CH:20]1[C:24]1[CH:25]=[CH:26][C:27]([O:30][CH3:31])=[CH:28][CH:29]=1)(=[O:41])[CH3:40].